This data is from Peptide-MHC class I binding affinity with 185,985 pairs from IEDB/IMGT. The task is: Regression. Given a peptide amino acid sequence and an MHC pseudo amino acid sequence, predict their binding affinity value. This is MHC class I binding data. The peptide sequence is YPKFHRSAM. The MHC is HLA-B15:42 with pseudo-sequence HLA-B15:42. The binding affinity (normalized) is 0.213.